This data is from Forward reaction prediction with 1.9M reactions from USPTO patents (1976-2016). The task is: Predict the product of the given reaction. Given the reactants [C:1]12(COC3C(Cl)=CC(C(OC(C)(C)C)=O)=C(F)C=3)[CH2:7][CH:6]1CCCC2.[CH:25]12[CH2:31][CH:30]1[CH2:29][CH2:28][CH:27]([CH2:32][O:33][C:34]1[C:46](Cl)=[CH:45][C:37]([C:38]([O:40][C:41]([CH3:44])([CH3:43])[CH3:42])=[O:39])=[C:36]([F:48])[CH:35]=1)[CH2:26]2, predict the reaction product. The product is: [CH:25]12[CH2:31][CH:30]1[CH2:29][CH2:28][CH:27]([CH2:32][O:33][C:34]1[C:46]([CH:1]3[CH2:7][CH2:6]3)=[CH:45][C:37]([C:38]([O:40][C:41]([CH3:44])([CH3:43])[CH3:42])=[O:39])=[C:36]([F:48])[CH:35]=1)[CH2:26]2.